Dataset: Forward reaction prediction with 1.9M reactions from USPTO patents (1976-2016). Task: Predict the product of the given reaction. (1) Given the reactants [NH2:1][C:2]1[CH:11]=[C:10]2[C:5]([CH:6]=[CH:7][CH:8]=[C:9]2[N:12]2[CH2:17][CH2:16][N:15]([CH3:18])[CH2:14][CH2:13]2)=[CH:4][CH:3]=1.C(N(CC)CC)C.[CH:26]([Si:29]([CH:43]([CH3:45])[CH3:44])([CH:40]([CH3:42])[CH3:41])[O:30][C:31]1[CH:39]=[CH:38][C:34]([C:35](Cl)=[O:36])=[CH:33][CH:32]=1)([CH3:28])[CH3:27], predict the reaction product. The product is: [CH:43]([Si:29]([CH:26]([CH3:28])[CH3:27])([CH:40]([CH3:42])[CH3:41])[O:30][C:31]1[CH:39]=[CH:38][C:34]([C:35]([NH:1][C:2]2[CH:11]=[C:10]3[C:5]([CH:6]=[CH:7][CH:8]=[C:9]3[N:12]3[CH2:17][CH2:16][N:15]([CH3:18])[CH2:14][CH2:13]3)=[CH:4][CH:3]=2)=[O:36])=[CH:33][CH:32]=1)([CH3:45])[CH3:44]. (2) Given the reactants [Cl:1][C:2]1[CH:3]=[CH:4][C:5]([N+:17]([O-])=O)=[C:6]([NH:8][C:9]2[S:10][C:11]([CH3:16])=[CH:12][C:13]=2[C:14]#[N:15])[CH:7]=1.[Sn](Cl)Cl, predict the reaction product. The product is: [ClH:1].[Cl:1][C:2]1[CH:3]=[CH:4][C:5]2[N:17]=[C:14]([NH2:15])[C:13]3[CH:12]=[C:11]([CH3:16])[S:10][C:9]=3[NH:8][C:6]=2[CH:7]=1. (3) Given the reactants [NH2:1][C:2]1[CH:10]=[C:9]2[C:5]([CH:6]=[CH:7][N:8]2[CH2:11][C:12]([O:14][C:15]([CH3:18])([CH3:17])[CH3:16])=[O:13])=[CH:4][CH:3]=1.[CH:19]([C:21]1[N:22]([C:27]([O:29][C:30]([CH3:33])([CH3:32])[CH3:31])=[O:28])[C:23]([CH3:26])=[CH:24][CH:25]=1)=O.[BH-](OC(C)=O)(OC(C)=O)OC(C)=O.[Na+], predict the reaction product. The product is: [C:15]([O:14][C:12](=[O:13])[CH2:11][N:8]1[C:9]2[C:5](=[CH:4][CH:3]=[C:2]([NH:1][CH2:26][C:23]3[N:22]([C:27]([O:29][C:30]([CH3:33])([CH3:32])[CH3:31])=[O:28])[C:21]([CH3:19])=[CH:25][CH:24]=3)[CH:10]=2)[CH:6]=[CH:7]1)([CH3:18])([CH3:17])[CH3:16]. (4) Given the reactants [CH3:1][O:2][C:3]([C@@H:5]1[CH2:9][C@@H:8]([S:10]([CH3:13])(=[O:12])=[O:11])[CH2:7][N:6]1[C:14](=S)[CH2:15][C:16](=O)[CH3:17])=[O:4].[C:20]1([CH2:26][CH2:27][NH:28][NH2:29])[CH:25]=[CH:24][CH:23]=[CH:22][CH:21]=1, predict the reaction product. The product is: [CH3:1][O:2][C:3]([C@@H:5]1[CH2:9][C@@H:8]([S:10]([CH3:13])(=[O:12])=[O:11])[CH2:7][N:6]1[C:14]1[N:28]([CH2:27][CH2:26][C:20]2[CH:25]=[CH:24][CH:23]=[CH:22][CH:21]=2)[N:29]=[C:16]([CH3:17])[CH:15]=1)=[O:4]. (5) Given the reactants [CH2:1]([S:8]([NH:11][C:12]([CH:14]1[CH2:19][CH2:18][N:17]([C:20]2[C:30]([C:31]#[N:32])=[CH:29][C:23]([C:24]([O:26][CH2:27][CH3:28])=[O:25])=[C:22]([CH2:33]Cl)[N:21]=2)[CH2:16][CH2:15]1)=[O:13])(=[O:10])=[O:9])[C:2]1[CH:7]=[CH:6][CH:5]=[CH:4][CH:3]=1.[I-].[Na+].[NH:37]1[C:41](=[O:42])[CH2:40][CH2:39][C:38]1=[O:43], predict the reaction product. The product is: [CH2:1]([S:8]([NH:11][C:12]([CH:14]1[CH2:19][CH2:18][N:17]([C:20]2[C:30]([C:31]#[N:32])=[CH:29][C:23]([C:24]([O:26][CH2:27][CH3:28])=[O:25])=[C:22]([CH2:33][N:37]3[C:41](=[O:42])[CH2:40][CH2:39][C:38]3=[O:43])[N:21]=2)[CH2:16][CH2:15]1)=[O:13])(=[O:10])=[O:9])[C:2]1[CH:7]=[CH:6][CH:5]=[CH:4][CH:3]=1. (6) Given the reactants [CH3:1][O:2][C:3]1[CH:8]=[CH:7][N:6]=[C:5]([CH2:9][CH2:10][C:11](O)=O)[CH:4]=1.[NH2:14][C:15]1[C:20]([NH2:21])=[CH:19][C:18]([I:22])=[CH:17][N:16]=1.[OH-].[Na+], predict the reaction product. The product is: [CH3:1][O:2][C:3]1[CH:8]=[CH:7][N:6]=[C:5]([CH2:9][CH2:10][C:11]2[NH:14][C:15]3=[N:16][CH:17]=[C:18]([I:22])[CH:19]=[C:20]3[N:21]=2)[CH:4]=1.